This data is from NCI-60 drug combinations with 297,098 pairs across 59 cell lines. The task is: Regression. Given two drug SMILES strings and cell line genomic features, predict the synergy score measuring deviation from expected non-interaction effect. Drug 1: CC(C)(C#N)C1=CC(=CC(=C1)CN2C=NC=N2)C(C)(C)C#N. Drug 2: COCCOC1=C(C=C2C(=C1)C(=NC=N2)NC3=CC=CC(=C3)C#C)OCCOC.Cl. Cell line: SF-295. Synergy scores: CSS=-3.26, Synergy_ZIP=1.28, Synergy_Bliss=-2.39, Synergy_Loewe=-3.13, Synergy_HSA=-4.41.